This data is from Reaction yield outcomes from USPTO patents with 853,638 reactions. The task is: Predict the reaction yield, written as a fraction of the theoretical maximum amount of product (1.0 means a 100% yield; for example, 0.34 means a 34% yield). (1) The product is [NH2:1][C:4]1[CH:13]=[CH:12][CH:11]=[C:10]2[C:5]=1[CH:6]=[CH:7][C:8](=[O:14])[NH:9]2. The yield is 0.920. The catalyst is [Pd].CN(C)C=O. The reactants are [N+:1]([C:4]1[CH:13]=[CH:12][CH:11]=[C:10]2[C:5]=1[CH:6]=[CH:7][C:8](=[O:14])[NH:9]2)([O-])=O. (2) The reactants are [C:1]([O:9][CH:10]1[CH2:15][CH2:14][CH2:13][CH2:12][CH:11]1[OH:16])(=[O:8])[C:2]1[CH:7]=[CH:6][CH:5]=[CH:4][CH:3]=1.FC(F)(F)S(O[Si](C)(C)C)(=O)=O.ClC(Cl)(Cl)C(=N)O[CH2:33][CH2:34][C:35]1[CH:40]=[CH:39][C:38]([O:41][CH3:42])=[C:37]([O:43][CH3:44])[CH:36]=1. The catalyst is C(Cl)Cl. The product is [C:1]([O:9][C@@H:10]1[CH2:15][CH2:14][CH2:13][CH2:12][C@@H:11]1[O:16][CH2:33][CH2:34][C:35]1[CH:40]=[CH:39][C:38]([O:41][CH3:42])=[C:37]([O:43][CH3:44])[CH:36]=1)(=[O:8])[C:2]1[CH:3]=[CH:4][CH:5]=[CH:6][CH:7]=1. The yield is 0.670. (3) The reactants are [CH3:1][O:2][C:3]1[CH:16]=[C:15]([O:17][CH3:18])[CH:14]=[CH:13][C:4]=1[CH2:5][NH:6][C:7]1[CH:12]=[CH:11][N:10]=[CH:9][N:8]=1.[Cl:19][C:20]1[CH:21]=[C:22]([S:27](Cl)(=[O:29])=[O:28])[CH:23]=[CH:24][C:25]=1[F:26].N12CCN(CC1)CC2. The catalyst is C(#N)C. The product is [Cl:19][C:20]1[CH:21]=[C:22]([S:27]([N:6]([CH2:5][C:4]2[CH:13]=[CH:14][C:15]([O:17][CH3:18])=[CH:16][C:3]=2[O:2][CH3:1])[C:7]2[CH:12]=[CH:11][N:10]=[CH:9][N:8]=2)(=[O:28])=[O:29])[CH:23]=[CH:24][C:25]=1[F:26]. The yield is 0.470. (4) The reactants are Cl.[Cl:2][C:3]1[C:12]2[C:7](=[CH:8][C:9]([O:15][CH2:16][C:17]3[CH:22]=[CH:21][N:20]=[CH:19][CH:18]=3)=[C:10]([O:13][CH3:14])[CH:11]=2)[N:6]=[N:5][CH:4]=1.[F:23][C:24]1[CH:30]=[C:29]([CH3:31])[C:28]([OH:32])=[CH:27][C:25]=1[NH2:26]. The catalyst is CC(O)CCC. The product is [ClH:2].[F:23][C:24]1[CH:30]=[C:29]([CH3:31])[C:28]([OH:32])=[CH:27][C:25]=1[NH:26][C:3]1[C:12]2[C:7](=[CH:8][C:9]([O:15][CH2:16][C:17]3[CH:22]=[CH:21][N:20]=[CH:19][CH:18]=3)=[C:10]([O:13][CH3:14])[CH:11]=2)[N:6]=[N:5][CH:4]=1. The yield is 0.290. (5) The reactants are [CH3:1][O:2][C:3]1[CH:4]=[C:5]2[C:10](=[CH:11][CH:12]=1)[C:9]([OH:13])=[CH:8][CH:7]=[CH:6]2.[CH3:14][O:15][C:16]1[CH:17]=[CH:18][C:19]([Br:24])=[C:20]([CH:23]=1)[CH2:21]O.C1(P(C2C=CC=CC=2)C2C=CC=CC=2)C=CC=CC=1.CCOC(/N=N/C(OCC)=O)=O. The catalyst is C1COCC1. The product is [Br:24][C:19]1[CH:18]=[CH:17][C:16]([O:15][CH3:14])=[CH:23][C:20]=1[CH2:21][O:13][C:9]1[C:10]2[C:5](=[CH:4][C:3]([O:2][CH3:1])=[CH:12][CH:11]=2)[CH:6]=[CH:7][CH:8]=1. The yield is 0.590. (6) The reactants are C(N(C(C)C)CC)(C)C.Cl.[CH3:11][O:12][C:13](=[O:20])[C@H:14]([CH2:16][CH2:17][S:18][CH3:19])[NH2:15].[S:21]1[C:25]2[CH:26]=[CH:27][CH:28]=[CH:29][C:24]=2[CH:23]=[C:22]1[C:30]1[O:34][C:33](=[O:35])[C:32]2([CH2:40][CH2:39][CH2:38][CH2:37][CH2:36]2)[N:31]=1. The catalyst is C1(C)C=CC=CC=1. The product is [CH3:11][O:12][C:13](=[O:20])[C@H:14]([CH2:16][CH2:17][S:18][CH3:19])[NH:15][C:33]([C:32]1([NH:31][C:30]([C:22]2[S:21][C:25]3[CH:26]=[CH:27][CH:28]=[CH:29][C:24]=3[CH:23]=2)=[O:34])[CH2:36][CH2:37][CH2:38][CH2:39][CH2:40]1)=[O:35]. The yield is 0.860. (7) The reactants are [ClH:1].C1(C(C2C=CC=CC=2)=[N:9][C@:10]([C:17]2[CH:22]=[CH:21][CH:20]=[CH:19][C:18]=2[C:23]#[N:24])([C:12]([O:14][CH2:15][CH3:16])=[O:13])[CH3:11])C=CC=CC=1.C(OCC)C. The catalyst is CC(C)=O. The product is [ClH:1].[C:23]([C:18]1[CH:19]=[CH:20][CH:21]=[CH:22][C:17]=1[C@@:10]([C:12]([O:14][CH2:15][CH3:16])=[O:13])([CH3:11])[NH2:9])#[N:24]. The yield is 0.870.